From a dataset of Full USPTO retrosynthesis dataset with 1.9M reactions from patents (1976-2016). Predict the reactants needed to synthesize the given product. (1) Given the product [O:17]=[C:2]1[C:13]2[C:8](=[CH:9][CH:10]=[CH:11][CH:12]=2)[CH2:7][CH:3]1[CH2:4][C:5]([OH:1])=[O:6], predict the reactants needed to synthesize it. The reactants are: [O:1]1[C:5](=[O:6])[CH2:4][CH:3]2[CH2:7][CH:8]3[C:13]([CH:12]=[CH:11][CH:10]=[CH:9]3)=[C:2]12.[OH-].[Na+].I([O-])(=O)(=O)=[O:17].[Na+].Cl. (2) Given the product [CH3:43][C:21]1[O:22][C:23]2=[C:15]3[C:16](=[CH:17][CH:18]=[C:19]2[N:20]=1)[O:24][CH2:25][CH:13]([CH2:12][N:39]1[CH2:38][CH2:37][C:36]2([N:32]([C:26]4[CH:27]=[CH:28][CH:29]=[CH:30][CH:31]=4)[CH2:33][NH:34][C:35]2=[O:42])[CH2:41][CH2:40]1)[O:14]3, predict the reactants needed to synthesize it. The reactants are: CC1C=CC(S(O[CH2:12][C@H:13]2[CH2:25][O:24][C:16]3[CH:17]=[CH:18][C:19]4[N:20]=[CH:21][O:22][C:23]=4[C:15]=3[O:14]2)(=O)=O)=CC=1.[C:26]1([N:32]2[C:36]3([CH2:41][CH2:40][NH:39][CH2:38][CH2:37]3)[C:35](=[O:42])[NH:34][CH2:33]2)[CH:31]=[CH:30][CH:29]=[CH:28][CH:27]=1.[CH3:43]S(C)=O. (3) Given the product [O:26]1[CH2:25][CH2:24][O:23][CH:22]1[CH2:21][CH:20]1[C:27]2([CH2:30][N:29]([C:31]([C:33]3[C:34]([NH:41][C:42]4[CH:47]=[CH:46][C:45]([I:48])=[CH:44][C:43]=4[F:49])=[C:35]([F:40])[C:36]([F:39])=[CH:37][CH:38]=3)=[O:32])[CH2:28]2)[O:19]1, predict the reactants needed to synthesize it. The reactants are: CC(C1C=C(C(C)C)C=C(C(C)C)C=1S([O:19][CH:20]([C:27]1(O)[CH2:30][N:29]([C:31]([C:33]2[CH:38]=[CH:37][C:36]([F:39])=[C:35]([F:40])[C:34]=2[NH:41][C:42]2[CH:47]=[CH:46][C:45]([I:48])=[CH:44][C:43]=2[F:49])=[O:32])[CH2:28]1)[CH2:21][CH:22]1[O:26][CH2:25][CH2:24][O:23]1)(=O)=O)C.[H-].[Na+].C(OCC)(=O)C. (4) Given the product [CH3:19][N:20]1[CH:7]([C:4]2[CH:5]=[CH:6][N:1]=[CH:2][CH:3]=2)[CH2:8][C:9](=[O:18])[CH2:10][CH:11]1[C:12]1[CH:13]=[CH:14][N:15]=[CH:16][CH:17]=1, predict the reactants needed to synthesize it. The reactants are: [N:1]1[CH:6]=[CH:5][C:4](/[CH:7]=[CH:8]/[C:9](=[O:18])/[CH:10]=[CH:11]/[C:12]2[CH:17]=[CH:16][N:15]=[CH:14][CH:13]=2)=[CH:3][CH:2]=1.[CH3:19][NH2:20]. (5) Given the product [CH2:21]([O:20][CH:18]1[CH:17]([NH:29][C:30]([CH:32]2[CH2:36][CH2:35][CH2:34][N:33]2[C:37](=[O:51])[CH:38]([NH:40][C:5](=[O:7])[C:4]2[CH:8]=[CH:9][C:10]([N:11]([CH3:13])[CH3:12])=[C:2]([Cl:1])[CH:3]=2)[CH3:39])=[O:31])[CH2:16][C:15](=[O:14])[O:19]1)[C:22]1[CH:23]=[CH:24][CH:25]=[CH:26][CH:27]=1, predict the reactants needed to synthesize it. The reactants are: [Cl:1][C:2]1[CH:3]=[C:4]([CH:8]=[CH:9][C:10]=1[N:11]([CH3:13])[CH3:12])[C:5]([OH:7])=O.[O:14]=[C:15]1[O:19][CH:18]([O:20][CH2:21][CH2:22][C:23]2C=[CH:27][CH:26]=[CH:25][CH:24]=2)[CH:17]([NH:29][C:30]([CH:32]2[CH2:36][CH2:35][CH2:34][N:33]2[C:37](=[O:51])[CH:38]([NH:40]C(=O)C2C=CC(N)=C(Cl)C=2)[CH3:39])=[O:31])[CH2:16]1. (6) Given the product [Cl:12][C:13]1[CH:21]=[CH:20][CH:19]=[CH:18][C:14]=1[C:15]1[N:6]=[C:4]([N:25]2[CH2:24][CH2:23][N:22]([C:28]([O:30][CH2:31][CH3:32])=[O:29])[CH2:27][CH2:26]2)[C:3]2[C:2](=[CH:10][CH:9]=[C:8]([F:11])[CH:7]=2)[N:1]=1, predict the reactants needed to synthesize it. The reactants are: [NH2:1][C:2]1[CH:10]=[CH:9][C:8]([F:11])=[CH:7][C:3]=1[C:4]([NH2:6])=O.[Cl:12][C:13]1[CH:21]=[CH:20][CH:19]=[CH:18][C:14]=1[C:15](Cl)=O.[N:22]1([C:28]([O:30][CH2:31][CH3:32])=[O:29])[CH2:27][CH2:26][NH:25][CH2:24][CH2:23]1. (7) Given the product [NH2:1][C:2]1[N:11]=[C:10]([C:12]([N:14]2[CH2:15][C:16]3[C:21](=[CH:20][CH:19]=[CH:18][CH:17]=3)[CH2:22]2)=[O:13])[C:9]2[C:4](=[CH:5][CH:6]=[C:7]([C:23]3[CH:30]=[C:29]([F:31])[CH:28]=[CH:27][C:24]=3[CH2:25][N:34]3[CH2:35][CH2:36][CH2:37][CH:33]3[CH3:32])[CH:8]=2)[N:3]=1, predict the reactants needed to synthesize it. The reactants are: [NH2:1][C:2]1[N:11]=[C:10]([C:12]([N:14]2[CH2:22][C:21]3[C:16](=[CH:17][CH:18]=[CH:19][CH:20]=3)[CH2:15]2)=[O:13])[C:9]2[C:4](=[CH:5][CH:6]=[C:7]([C:23]3[CH:30]=[C:29]([F:31])[CH:28]=[CH:27][C:24]=3[CH:25]=O)[CH:8]=2)[N:3]=1.[CH3:32][CH:33]1[CH2:37][CH2:36][CH2:35][NH:34]1.C(O)(=O)C.C(O[BH-](OC(=O)C)OC(=O)C)(=O)C.[Na+]. (8) The reactants are: [NH2:1][C:2]1[CH:3]=[C:4]([CH:16]=[CH:17][CH:18]=1)[O:5][C:6]1[CH:7]=[CH:8][C:9]2[N:10]([CH:12]=[C:13]([NH2:15])[N:14]=2)[N:11]=1.[CH3:19][N:20]1[C:24]([C:25](Cl)=[O:26])=[CH:23][C:22]([CH3:28])=[N:21]1.C([O:32][CH2:33][CH3:34])(=O)C. Given the product [CH3:19][N:20]1[C:24]([C:25]([NH:15][C:13]2[N:14]=[C:9]3[CH:8]=[CH:7][C:6]([O:5][C:4]4[CH:3]=[C:2]([NH:1][C:33]([C:34]5[N:21]([CH3:22])[N:20]=[C:24]([CH3:25])[CH:23]=5)=[O:32])[CH:18]=[CH:17][CH:16]=4)=[N:11][N:10]3[CH:12]=2)=[O:26])=[CH:23][C:22]([CH3:28])=[N:21]1, predict the reactants needed to synthesize it. (9) Given the product [CH2:1]([O:8][C:9]([N:11]1[CH2:20][CH2:19][C:18]2[C:13](=[CH:14][C:15]([NH2:21])=[CH:16][CH:17]=2)[CH2:12]1)=[O:10])[C:2]1[CH:7]=[CH:6][CH:5]=[CH:4][CH:3]=1, predict the reactants needed to synthesize it. The reactants are: [CH2:1]([O:8][C:9]([N:11]1[CH2:20][CH2:19][C:18]2[C:13](=[CH:14][C:15]([N+:21]([O-])=O)=[CH:16][CH:17]=2)[CH2:12]1)=[O:10])[C:2]1[CH:7]=[CH:6][CH:5]=[CH:4][CH:3]=1.[Sn](Cl)Cl.O.O.[Sn](Cl)Cl.[OH-].[Na+]. (10) The reactants are: C(=O)([O-])[O-].[K+].[K+].Cl.[C:8](=[NH:12])([NH2:11])[CH2:9][CH3:10].[Cl:13][C:14]1[CH:15]=[C:16]([CH:30]=[CH:31][C:32]=1[C:33]([F:36])([F:35])[F:34])[CH2:17][CH:18]([C:24](=O)[C:25]([F:28])([F:27])[F:26])[C:19](OCC)=[O:20]. Given the product [Cl:13][C:14]1[CH:15]=[C:16]([CH:30]=[CH:31][C:32]=1[C:33]([F:34])([F:35])[F:36])[CH2:17][C:18]1[C:19](=[O:20])[NH:12][C:8]([CH2:9][CH3:10])=[N:11][C:24]=1[C:25]([F:27])([F:28])[F:26], predict the reactants needed to synthesize it.